Task: Predict the product of the given reaction.. Dataset: Forward reaction prediction with 1.9M reactions from USPTO patents (1976-2016) (1) Given the reactants [F:1][C:2]1[CH:9]=[CH:8][C:5]([CH:6]=O)=[CH:4][CH:3]=1.ClC1C=CC(C[CH:16]2[C:21](=[O:22])[O:20][C:19]([CH3:24])([CH3:23])[O:18][C:17]2=[O:25])=CC=1.ClC1C=CC(CC(C(O)=O)C(O)=O)=CC=1, predict the reaction product. The product is: [F:1][C:2]1[CH:9]=[CH:8][C:5]([CH2:6][CH:16]2[C:21](=[O:22])[O:20][C:19]([CH3:24])([CH3:23])[O:18][C:17]2=[O:25])=[CH:4][CH:3]=1. (2) Given the reactants [CH3:1][CH:2]([CH3:25])[CH2:3][C:4]#[C:5][C:6]1[S:10][C:9]([C:11]([O:13][CH3:14])=[O:12])=[C:8]([NH:15][CH2:16][C:17]([N:19]2[CH2:24][CH2:23][O:22][CH2:21][CH2:20]2)=[O:18])[CH:7]=1.CCN(CC)CC.[CH3:33][C@H:34]1[CH2:39][CH2:38][C@H:37]([C:40](Cl)=[O:41])[CH2:36][CH2:35]1, predict the reaction product. The product is: [CH3:33][C@H:34]1[CH2:39][CH2:38][C@H:37]([C:40]([N:15]([CH2:16][C:17]([N:19]2[CH2:24][CH2:23][O:22][CH2:21][CH2:20]2)=[O:18])[C:8]2[CH:7]=[C:6]([C:5]#[C:4][CH2:3][CH:2]([CH3:25])[CH3:1])[S:10][C:9]=2[C:11]([O:13][CH3:14])=[O:12])=[O:41])[CH2:36][CH2:35]1. (3) Given the reactants [CH3:1][O:2][C:3]1[CH:4]=[C:5]([Mg]Br)[CH:6]=[CH:7][CH:8]=1.[C:11]([O:15][C:16]([N:18]1[CH2:27][CH2:26][C:21]2([CH2:24][CH:23](Br)[CH2:22]2)[CH2:20][CH2:19]1)=[O:17])([CH3:14])([CH3:13])[CH3:12].CN(CCN(C)C)C.C1N2CN3CN(C2)CN1C3, predict the reaction product. The product is: [CH3:1][O:2][C:3]1[CH:4]=[C:5]([CH:23]2[CH2:22][C:21]3([CH2:20][CH2:19][N:18]([C:16]([O:15][C:11]([CH3:14])([CH3:13])[CH3:12])=[O:17])[CH2:27][CH2:26]3)[CH2:24]2)[CH:6]=[CH:7][CH:8]=1. (4) The product is: [Br:1][C:2]1[C:3]([OH:12])=[C:4]([CH:5]=[C:6]([C:8]([CH3:9])([CH3:11])[CH3:10])[CH:7]=1)[CH:21]=[O:22]. Given the reactants [Br:1][C:2]1[CH:7]=[C:6]([C:8]([CH3:11])([CH3:10])[CH3:9])[CH:5]=[CH:4][C:3]=1[OH:12].BrC1C2[O:22][CH2:21]N(C(C)(C)C)CC=2C=C(C(C)(C)C)C=1.C1N2CN3CN(C2)CN1C3.Cl, predict the reaction product.